This data is from CYP3A4 inhibition data for predicting drug metabolism from PubChem BioAssay. The task is: Regression/Classification. Given a drug SMILES string, predict its absorption, distribution, metabolism, or excretion properties. Task type varies by dataset: regression for continuous measurements (e.g., permeability, clearance, half-life) or binary classification for categorical outcomes (e.g., BBB penetration, CYP inhibition). Dataset: cyp3a4_veith. (1) The drug is COC(=O)[C@@H]1CC[C@H](C)[C@@H](c2ccc(C)cc2)N1C(=O)c1ccc(/C=N\OCC[C@@H]2C=C[C@H](OC(C)=O)[C@H](COC(C)=O)O2)cc1. The result is 0 (non-inhibitor). (2) The drug is CNc1nc(-c2ccccc2C(F)(F)F)nc2ccccc12. The result is 0 (non-inhibitor).